This data is from NCI-60 drug combinations with 297,098 pairs across 59 cell lines. The task is: Regression. Given two drug SMILES strings and cell line genomic features, predict the synergy score measuring deviation from expected non-interaction effect. (1) Drug 1: C1=CC=C(C(=C1)C(C2=CC=C(C=C2)Cl)C(Cl)Cl)Cl. Drug 2: CS(=O)(=O)OCCCCOS(=O)(=O)C. Cell line: RXF 393. Synergy scores: CSS=0.171, Synergy_ZIP=-1.42, Synergy_Bliss=-1.56, Synergy_Loewe=-2.27, Synergy_HSA=-2.27. (2) Drug 1: CC(C1=C(C=CC(=C1Cl)F)Cl)OC2=C(N=CC(=C2)C3=CN(N=C3)C4CCNCC4)N. Drug 2: CCN(CC)CCNC(=O)C1=C(NC(=C1C)C=C2C3=C(C=CC(=C3)F)NC2=O)C. Cell line: SNB-19. Synergy scores: CSS=2.48, Synergy_ZIP=-0.661, Synergy_Bliss=0.113, Synergy_Loewe=-2.67, Synergy_HSA=-0.974. (3) Drug 1: CN(C)C1=NC(=NC(=N1)N(C)C)N(C)C. Drug 2: C1CC(=O)NC(=O)C1N2C(=O)C3=CC=CC=C3C2=O. Cell line: HOP-62. Synergy scores: CSS=-2.26, Synergy_ZIP=1.59, Synergy_Bliss=0.255, Synergy_Loewe=-3.68, Synergy_HSA=-4.59. (4) Drug 1: C1CCN(CC1)CCOC2=CC=C(C=C2)C(=O)C3=C(SC4=C3C=CC(=C4)O)C5=CC=C(C=C5)O. Drug 2: CCN(CC)CCNC(=O)C1=C(NC(=C1C)C=C2C3=C(C=CC(=C3)F)NC2=O)C. Cell line: HT29. Synergy scores: CSS=-5.54, Synergy_ZIP=4.15, Synergy_Bliss=1.85, Synergy_Loewe=-8.74, Synergy_HSA=-5.91. (5) Drug 1: CCC1=CC2CC(C3=C(CN(C2)C1)C4=CC=CC=C4N3)(C5=C(C=C6C(=C5)C78CCN9C7C(C=CC9)(C(C(C8N6C)(C(=O)OC)O)OC(=O)C)CC)OC)C(=O)OC.C(C(C(=O)O)O)(C(=O)O)O. Drug 2: CC(C)NC(=O)C1=CC=C(C=C1)CNNC.Cl. Cell line: M14. Synergy scores: CSS=10.7, Synergy_ZIP=2.81, Synergy_Bliss=3.88, Synergy_Loewe=-47.5, Synergy_HSA=0.280.